This data is from Full USPTO retrosynthesis dataset with 1.9M reactions from patents (1976-2016). The task is: Predict the reactants needed to synthesize the given product. (1) The reactants are: [OH:1][CH2:2][CH:3]1[CH2:8][CH2:7][N:6]([C:9]2[CH:24]=[C:23]([CH:25]=[CH2:26])[CH:22]=[CH:21][C:10]=2[C:11]([O:13][CH2:14][C:15]2[CH:20]=[CH:19][CH:18]=[CH:17][CH:16]=2)=[O:12])[CH2:5][CH2:4]1.[CH:27]1([CH:30]([C:37]2[CH:42]=[CH:41][CH:40]=[C:39](O)[CH:38]=2)[CH2:31][C:32]([O:34][CH2:35][CH3:36])=[O:33])[CH2:29][CH2:28]1.C(P(CCCC)(CCCC)=CC#N)CCC. Given the product [CH:27]1([CH:30]([C:37]2[CH:42]=[C:41]([CH:40]=[CH:39][CH:38]=2)[O:1][CH2:2][CH:3]2[CH2:8][CH2:7][N:6]([C:9]3[CH:24]=[C:23]([CH:25]=[CH2:26])[CH:22]=[CH:21][C:10]=3[C:11]([O:13][CH2:14][C:15]3[CH:20]=[CH:19][CH:18]=[CH:17][CH:16]=3)=[O:12])[CH2:5][CH2:4]2)[CH2:31][C:32]([O:34][CH2:35][CH3:36])=[O:33])[CH2:29][CH2:28]1, predict the reactants needed to synthesize it. (2) Given the product [Cl:20][C:21]1[CH:26]=[C:25]([C:27]([F:29])([F:28])[F:30])[CH:24]=[CH:23][C:22]=1[S:31]([NH:19][C:4]1[CH:5]=[N:6][C:7]([O:8][C:9]2[CH:10]=[N:11][C:12]3[C:17]([CH:18]=2)=[CH:16][CH:15]=[CH:14][CH:13]=3)=[C:2]([Cl:1])[CH:3]=1)(=[O:33])=[O:32], predict the reactants needed to synthesize it. The reactants are: [Cl:1][C:2]1[CH:3]=[C:4]([NH2:19])[CH:5]=[N:6][C:7]=1[O:8][C:9]1[CH:10]=[N:11][C:12]2[C:17]([CH:18]=1)=[CH:16][CH:15]=[CH:14][CH:13]=2.[Cl:20][C:21]1[CH:26]=[C:25]([C:27]([F:30])([F:29])[F:28])[CH:24]=[CH:23][C:22]=1[S:31](Cl)(=[O:33])=[O:32].